This data is from Reaction yield outcomes from USPTO patents with 853,638 reactions. The task is: Predict the reaction yield, written as a fraction of the theoretical maximum amount of product (1.0 means a 100% yield; for example, 0.34 means a 34% yield). (1) The reactants are [Na].C(O)C.[Cl:5][C:6]1[CH:11]=[CH:10][C:9](/[CH:12]=[CH:13]/[C:14](=[O:16])[CH3:15])=[C:8]([F:17])[CH:7]=1.[C:18](OCC)(=[O:24])[C:19]([O:21][CH2:22][CH3:23])=[O:20]. The catalyst is CCOCC. The product is [CH2:22]([O:21][C:19](=[O:20])[C:18](=[O:24])[CH2:15][C:14](=[O:16])/[CH:13]=[CH:12]/[C:9]1[CH:10]=[CH:11][C:6]([Cl:5])=[CH:7][C:8]=1[F:17])[CH3:23]. The yield is 0.860. (2) The reactants are [CH2:1]([C:8]1[C:9]([NH:21][CH:22]([CH2:26][CH2:27][CH2:28][CH3:29])[C:23](O)=[O:24])=[N:10][CH:11]=[C:12]([C:14]2[CH:19]=[CH:18][C:17]([OH:20])=[CH:16][CH:15]=2)[N:13]=1)[C:2]1[CH:7]=[CH:6][CH:5]=[CH:4][CH:3]=1.N1C=CC=CC=1.C1(N=C=NC2CCCCC2)CCCCC1. The catalyst is C(Cl)Cl. The product is [CH2:1]([C:8]1[NH:13][C:12]([C:14]2[CH:19]=[CH:18][C:17]([OH:20])=[CH:16][CH:15]=2)=[CH:11][N:10]2[C:23](=[O:24])[C:22]([CH2:26][CH2:27][CH2:28][CH3:29])=[N:21][C:9]=12)[C:2]1[CH:7]=[CH:6][CH:5]=[CH:4][CH:3]=1. The yield is 0.890. (3) The reactants are Br[C:2]1[CH:3]=[C:4]([C@H:8]([NH:10][C:11](=[O:17])[O:12][C:13]([CH3:16])([CH3:15])[CH3:14])[CH3:9])[CH:5]=[CH:6][CH:7]=1.CC1(C)C2C(=C(P(C3C=CC=CC=3)C3C=CC=CC=3)C=CC=2)OC2C(P(C3C=CC=CC=3)C3C=CC=CC=3)=CC=CC1=2.[N:60]1([C:66]([O:68][CH2:69][C:70]2[CH:75]=[CH:74][CH:73]=[CH:72][CH:71]=2)=[O:67])[CH2:65][CH2:64][NH:63][CH2:62][CH2:61]1.CC(C)([O-])C.[Na+]. The catalyst is C1(C)C=CC=CC=1.C1C=CC(/C=C/C(/C=C/C2C=CC=CC=2)=O)=CC=1.C1C=CC(/C=C/C(/C=C/C2C=CC=CC=2)=O)=CC=1.C1C=CC(/C=C/C(/C=C/C2C=CC=CC=2)=O)=CC=1.[Pd].[Pd].CCOC(C)=O. The product is [C:13]([O:12][C:11]([NH:10][C@@H:8]([C:4]1[CH:3]=[C:2]([N:63]2[CH2:62][CH2:61][N:60]([C:66]([O:68][CH2:69][C:70]3[CH:75]=[CH:74][CH:73]=[CH:72][CH:71]=3)=[O:67])[CH2:65][CH2:64]2)[CH:7]=[CH:6][CH:5]=1)[CH3:9])=[O:17])([CH3:16])([CH3:15])[CH3:14]. The yield is 0.960. (4) The reactants are [F:1][CH:2]([F:24])[O:3][C:4]1[CH:9]=[CH:8][C:7]([C:10](=[O:23])[C:11]([C:13]2[CH:18]=[CH:17][CH:16]=[C:15]([C:19]#[C:20][CH2:21]O)[CH:14]=2)=[O:12])=[CH:6][CH:5]=1.CCN(S(F)(F)[F:31])CC.C([O-])(O)=O.[Na+]. The catalyst is C(Cl)Cl. The product is [F:1][CH:2]([F:24])[O:3][C:4]1[CH:9]=[CH:8][C:7]([C:10](=[O:23])[C:11]([C:13]2[CH:18]=[CH:17][CH:16]=[C:15]([C:19]#[C:20][CH2:21][F:31])[CH:14]=2)=[O:12])=[CH:6][CH:5]=1. The yield is 0.770. (5) The reactants are [CH:1]1([S:4]([C:7]2[CH:12]=[CH:11][C:10]([N+:13]([O-])=O)=[CH:9][CH:8]=2)(=[O:6])=[O:5])[CH2:3][CH2:2]1. The catalyst is C(O)C.C1COCC1.[Ni]. The product is [CH:1]1([S:4]([C:7]2[CH:12]=[CH:11][C:10]([NH2:13])=[CH:9][CH:8]=2)(=[O:6])=[O:5])[CH2:3][CH2:2]1. The yield is 0.920. (6) The reactants are [CH3:1][C:2]([CH3:15])=[CH:3][C:4]1[CH:12]=[CH:11][CH:10]=[C:9]2[C:5]=1[C:6](=[O:14])[C:7](=[O:13])[NH:8]2. The catalyst is [Pd].CCOC(C)=O. The product is [CH2:3]([C:4]1[CH:12]=[CH:11][CH:10]=[C:9]2[C:5]=1[C:6](=[O:14])[C:7](=[O:13])[NH:8]2)[CH:2]([CH3:15])[CH3:1]. The yield is 0.130. (7) The reactants are [CH3:1][O:2][C:3](=[O:47])[C:4]1[CH:9]=[CH:8][C:7]([O:10][CH2:11][CH2:12][C:13]2[C:21]3[C:16](=[CH:17][CH:18]=[C:19]([Cl:22])[CH:20]=3)[N:15]([CH:23]([C:30]3[CH:35]=[CH:34][CH:33]=[CH:32][CH:31]=3)[C:24]3[CH:29]=[CH:28][CH:27]=[CH:26][CH:25]=3)[C:14]=2[CH2:36][CH2:37]OS(C)(=O)=O)=[CH:6][C:5]=1[O:43][CH:44]([CH3:46])[CH3:45].[N-:48]=[N+:49]=[N-:50].[Na+].O. The catalyst is CN(C=O)C. The product is [CH3:1][O:2][C:3](=[O:47])[C:4]1[CH:9]=[CH:8][C:7]([O:10][CH2:11][CH2:12][C:13]2[C:21]3[C:16](=[CH:17][CH:18]=[C:19]([Cl:22])[CH:20]=3)[N:15]([CH:23]([C:30]3[CH:31]=[CH:32][CH:33]=[CH:34][CH:35]=3)[C:24]3[CH:25]=[CH:26][CH:27]=[CH:28][CH:29]=3)[C:14]=2[CH2:36][CH2:37][N:48]=[N+:49]=[N-:50])=[CH:6][C:5]=1[O:43][CH:44]([CH3:46])[CH3:45]. The yield is 0.940. (8) The product is [NH2:29][C:11]1[CH:10]=[C:9]([C:6]2[CH:5]=[CH:4][C:3]([O:2][CH3:1])=[CH:8][CH:7]=2)[CH:14]=[CH:13][C:12]=1[C:15]([NH:17][C:18]1([C:25]([O:27][CH3:28])=[O:26])[CH2:24][CH2:23][CH2:22][CH2:21][CH2:20][CH2:19]1)=[O:16]. The reactants are [CH3:1][O:2][C:3]1[CH:8]=[CH:7][C:6]([C:9]2[CH:14]=[CH:13][C:12]([C:15]([NH:17][C:18]3([C:25]([O:27][CH3:28])=[O:26])[CH2:24][CH2:23][CH2:22][CH2:21][CH2:20][CH2:19]3)=[O:16])=[C:11]([N+:29]([O-])=O)[CH:10]=2)=[CH:5][CH:4]=1. The yield is 0.950. The catalyst is [Pd].C(O)C.